The task is: Regression. Given two drug SMILES strings and cell line genomic features, predict the synergy score measuring deviation from expected non-interaction effect.. This data is from Merck oncology drug combination screen with 23,052 pairs across 39 cell lines. (1) Drug 1: CC1(c2nc3c(C(N)=O)cccc3[nH]2)CCCN1. Drug 2: CCc1cnn2c(NCc3ccc[n+]([O-])c3)cc(N3CCCCC3CCO)nc12. Cell line: RKO. Synergy scores: synergy=7.51. (2) Cell line: KPL1. Synergy scores: synergy=-3.72. Drug 2: NC(=O)c1cccc2cn(-c3ccc(C4CCCNC4)cc3)nc12. Drug 1: O=c1[nH]cc(F)c(=O)[nH]1. (3) Cell line: UWB1289. Drug 2: NC(=O)c1cccc2cn(-c3ccc(C4CCCNC4)cc3)nc12. Drug 1: CN1C(=O)C=CC2(C)C3CCC4(C)C(NC(=O)OCC(F)(F)F)CCC4C3CCC12. Synergy scores: synergy=14.0. (4) Drug 1: N#Cc1ccc(Cn2cncc2CN2CCN(c3cccc(Cl)c3)C(=O)C2)cc1. Drug 2: COc1cc(C2c3cc4c(cc3C(OC3OC5COC(C)OC5C(O)C3O)C3COC(=O)C23)OCO4)cc(OC)c1O. Cell line: NCIH1650. Synergy scores: synergy=4.95. (5) Drug 1: COC1CC2CCC(C)C(O)(O2)C(=O)C(=O)N2CCCCC2C(=O)OC(C(C)CC2CCC(OP(C)(C)=O)C(OC)C2)CC(=O)C(C)C=C(C)C(O)C(OC)C(=O)C(C)CC(C)C=CC=CC=C1C. Drug 2: CNC(=O)c1cc(Oc2ccc(NC(=O)Nc3ccc(Cl)c(C(F)(F)F)c3)cc2)ccn1. Cell line: RPMI7951. Synergy scores: synergy=11.8.